Predict which catalyst facilitates the given reaction. From a dataset of Catalyst prediction with 721,799 reactions and 888 catalyst types from USPTO. (1) Reactant: C(O)(C(F)(F)F)=O.C(OC(=O)[NH:14][C@H:15]([C:20]1[CH:29]=[CH:28][C:27]2[C:22](=[CH:23][CH:24]=[CH:25][CH:26]=2)[CH:21]=1)[C@H:16]([OH:19])[CH2:17][OH:18])(C)(C)C. Product: [NH2:14][C@H:15]([C:20]1[CH:29]=[CH:28][C:27]2[C:22](=[CH:23][CH:24]=[CH:25][CH:26]=2)[CH:21]=1)[C@H:16]([OH:19])[CH2:17][OH:18]. The catalyst class is: 2. (2) Reactant: [Br:1]N1C(=O)CCC1=O.O1CCCC1.O.[CH2:15]([O:17][C:18]1[CH:19]=[N:20][C:21]([C:24]([O:26]CC)=[CH2:25])=[N:22][CH:23]=1)[CH3:16]. Product: [Br:1][CH2:26][C:24]([C:21]1[N:20]=[CH:19][C:18]([O:17][CH2:15][CH3:16])=[CH:23][N:22]=1)=[O:25]. The catalyst class is: 195. (3) Reactant: [OH:1][C:2]1[CH:7]=[CH:6][C:5]([S:8]([OH:11])(=[O:10])=[O:9])=[CH:4][CH:3]=1.[OH-].[Na+:13].I[CH2:15][CH2:16][CH:17]([CH3:19])[CH3:18]. Product: [CH3:18][CH:17]([CH3:19])[CH2:16][CH2:15][O:1][C:2]1[CH:7]=[CH:6][C:5]([S:8]([O-:11])(=[O:9])=[O:10])=[CH:4][CH:3]=1.[Na+:13]. The catalyst class is: 657. (4) Reactant: [Na].[C:2]([O:9][CH2:10][CH3:11])(=[O:8])[C:3]([O:5]CC)=O.[C:12]1(=[O:18])[CH2:17][CH2:16][CH2:15][CH2:14][CH2:13]1. Product: [CH2:10]([O:9][C:2](=[O:8])[C:3](=[O:5])[CH:13]1[CH2:14][CH2:15][CH2:16][CH2:17][C:12]1=[O:18])[CH3:11]. The catalyst class is: 8. (5) Reactant: C[O:2][C:3](=[O:20])[CH2:4][C:5]1[C:6]([CH3:19])=[N:7][N:8]([CH2:11][C:12]2[CH:17]=[CH:16][C:15]([NH2:18])=[CH:14][CH:13]=2)[C:9]=1[CH3:10].C(N(CC)CC)C.[C:28]1([S:34](Cl)(=[O:36])=[O:35])[CH:33]=[CH:32][CH:31]=[CH:30][CH:29]=1. Product: [C:28]1([S:34]([NH:18][C:15]2[CH:16]=[CH:17][C:12]([CH2:11][N:8]3[C:9]([CH3:10])=[C:5]([CH2:4][C:3]([OH:2])=[O:20])[C:6]([CH3:19])=[N:7]3)=[CH:13][CH:14]=2)(=[O:36])=[O:35])[CH:33]=[CH:32][CH:31]=[CH:30][CH:29]=1. The catalyst class is: 4. (6) Reactant: [C:1]([C:5]1[CH:6]=[C:7]2[C:11](=[CH:12][CH:13]=1)[C@H:10]([NH2:14])[CH2:9][CH2:8]2)([CH3:4])([CH3:3])[CH3:2].[C:15]1([CH3:25])[CH:20]=[CH:19][C:18]([S:21]([OH:24])(=[O:23])=[O:22])=[CH:17][CH:16]=1. Product: [S:21]([C:18]1[CH:19]=[CH:20][C:15]([CH3:25])=[CH:16][CH:17]=1)([OH:24])(=[O:23])=[O:22].[C:1]([C:5]1[CH:6]=[C:7]2[C:11](=[CH:12][CH:13]=1)[C@H:10]([NH2:14])[CH2:9][CH2:8]2)([CH3:4])([CH3:2])[CH3:3]. The catalyst class is: 5. (7) Reactant: [CH3:1][N:2]1[C:9]([CH3:10])=[C:8]([N+:11]([O-:13])=[O:12])[C:6](=[O:7])[N:5]([CH3:14])[C:3]1=[O:4].CO[CH:17](OC)[N:18]([CH3:20])[CH3:19].C(OCC)C. Product: [CH3:1][N:2]1[C:9]([CH:10]=[CH:17][N:18]([CH3:20])[CH3:19])=[C:8]([N+:11]([O-:13])=[O:12])[C:6](=[O:7])[N:5]([CH3:14])[C:3]1=[O:4]. The catalyst class is: 9. (8) Reactant: [O:1]1[C:5]2[CH:6]=[CH:7][C:8]([C:10]3([C:13]([NH:15][C:16]4[CH:17]=[C:18]5[C:22](=[CH:23][CH:24]=4)[N:21]([CH2:25][CH2:26][C:27]#[N:28])[CH:20]([C:29]([CH3:32])([CH3:31])[CH3:30])[CH2:19]5)=[O:14])[CH2:12][CH2:11]3)=[CH:9][C:4]=2[O:3][CH2:2]1.[N-:33]=[N+:34]=[N-:35].[Na+]. Product: [N:28]1[NH:33][N:34]=[N:35][C:27]=1[CH2:26][CH2:25][N:21]1[C:22]2[C:18](=[CH:17][C:16]([NH:15][C:13]([C:10]3([C:8]4[CH:7]=[CH:6][C:5]5[O:1][CH2:2][O:3][C:4]=5[CH:9]=4)[CH2:12][CH2:11]3)=[O:14])=[CH:24][CH:23]=2)[CH:19]=[C:20]1[C:29]([CH3:32])([CH3:31])[CH3:30]. The catalyst class is: 3. (9) Reactant: [CH3:1][O:2][C:3]1[CH:4]=[C:5]([CH2:9][C:10](=[O:12])[CH3:11])[CH:6]=[CH:7][CH:8]=1.[BH4-].[Na+]. Product: [CH3:1][O:2][C:3]1[CH:4]=[C:5]([CH2:9][CH:10]([OH:12])[CH3:11])[CH:6]=[CH:7][CH:8]=1. The catalyst class is: 5.